From a dataset of Full USPTO retrosynthesis dataset with 1.9M reactions from patents (1976-2016). Predict the reactants needed to synthesize the given product. (1) Given the product [CH3:11][C:7]1[C:5]2[N:6]=[CH:2][S:3][C:4]=2[CH:10]=[CH:9][CH:8]=1, predict the reactants needed to synthesize it. The reactants are: N[C:2]1[S:3][C:4]2[CH:10]=[CH:9][CH:8]=[C:7]([CH3:11])[C:5]=2[N:6]=1.C(ON=O)CC(C)C. (2) The reactants are: C[O:2][C:3](=[O:21])[C:4]1[C:9]([O:10][C:11]2[CH:16]=[C:15]([Cl:17])[C:14]([Br:18])=[CH:13][C:12]=2[Cl:19])=[CH:8][C:7]([CH3:20])=[N:6][CH:5]=1.O.O.[OH-].[Li+].Cl. Given the product [Br:18][C:14]1[C:15]([Cl:17])=[CH:16][C:11]([O:10][C:9]2[C:4]([C:3]([OH:21])=[O:2])=[CH:5][N:6]=[C:7]([CH3:20])[CH:8]=2)=[C:12]([Cl:19])[CH:13]=1, predict the reactants needed to synthesize it. (3) The reactants are: Br[C:2]1[S:3][CH:4]=[CH:5][CH:6]=1.C([Li])CCC.[NH2:12][C:13]1[CH:24]=[CH:23][C:22]([O:25][Si:26]([C:29]([CH3:32])([CH3:31])[CH3:30])([CH3:28])[CH3:27])=[CH:21][C:14]=1[C:15](N(OC)C)=[O:16].Cl. Given the product [NH2:12][C:13]1[CH:24]=[CH:23][C:22]([O:25][Si:26]([C:29]([CH3:30])([CH3:31])[CH3:32])([CH3:28])[CH3:27])=[CH:21][C:14]=1[C:15]([C:2]1[S:3][CH:4]=[CH:5][CH:6]=1)=[O:16], predict the reactants needed to synthesize it. (4) Given the product [F:1][C:2]1[C:7]([F:8])=[CH:6][CH:5]=[CH:4][C:3]=1[C:13]1[N:18]=[C:17]([NH2:19])[N:16]=[C:15]([NH:20][CH3:21])[CH:14]=1, predict the reactants needed to synthesize it. The reactants are: [F:1][C:2]1[C:7]([F:8])=[CH:6][CH:5]=[CH:4][C:3]=1B(O)O.I[C:13]1[N:18]=[C:17]([NH2:19])[N:16]=[C:15]([NH:20][CH3:21])[CH:14]=1. (5) Given the product [C:10]([O:12][CH2:13]/[CH:5]=[CH:6]\[CH2:7][CH2:8][C@H:9]([NH:14][C:15]([O:17][C:18]([CH3:19])([CH3:20])[CH3:21])=[O:16])[C:10]([O:12][CH3:13])=[O:11])(=[O:11])[CH3:9].[C:18]([O:17][C:15]([NH:14][C@@H:9]([CH2:8][CH2:7][CH:6]=[CH2:5])[C:10]([O:12][CH3:13])=[O:11])=[O:16])([CH3:21])([CH3:20])[CH3:19], predict the reactants needed to synthesize it. The reactants are: C(O[CH2:5]/[CH:6]=[CH:7]\[CH2:8][C@H:9]([NH:14][C:15]([O:17][C:18]([CH3:21])([CH3:20])[CH3:19])=[O:16])[C:10]([O:12][CH3:13])=[O:11])(=O)C. (6) Given the product [Cl:3][C:4]1[CH:5]=[C:6]([NH:11][C:12]2[O:16][C:15]([C:17]([NH:19][C:20]3[CH:21]=[CH:22][C:23]([O:26][CH:27]4[CH2:28][CH2:29][C:30]([CH3:38])([C:33]([OH:35])=[O:34])[CH2:31][CH2:32]4)=[N:24][CH:25]=3)=[O:18])=[N:14][N:13]=2)[CH:7]=[CH:8][C:9]=1[F:10], predict the reactants needed to synthesize it. The reactants are: [OH-].[Na+].[Cl:3][C:4]1[CH:5]=[C:6]([NH:11][C:12]2[O:16][C:15]([C:17]([NH:19][C:20]3[CH:21]=[CH:22][C:23]([O:26][CH:27]4[CH2:32][CH2:31][C:30]([CH3:38])([C:33]([O:35]CC)=[O:34])[CH2:29][CH2:28]4)=[N:24][CH:25]=3)=[O:18])=[N:14][N:13]=2)[CH:7]=[CH:8][C:9]=1[F:10].Cl. (7) Given the product [C:1]([O:5][C:6]([N:8]([C:17]([O:19][C:20]([CH3:23])([CH3:22])[CH3:21])=[O:18])[C:9]1[CH:14]=[CH:13][C:12]([N:27]2[CH2:26][CH2:25][N:24]([C:30]([O:32][C:33]([CH3:36])([CH3:35])[CH3:34])=[O:31])[CH2:29][CH2:28]2)=[CH:11][C:10]=1[Cl:16])=[O:7])([CH3:4])([CH3:3])[CH3:2], predict the reactants needed to synthesize it. The reactants are: [C:1]([O:5][C:6]([N:8]([C:17]([O:19][C:20]([CH3:23])([CH3:22])[CH3:21])=[O:18])[C:9]1[CH:14]=[CH:13][C:12](Br)=[CH:11][C:10]=1[Cl:16])=[O:7])([CH3:4])([CH3:3])[CH3:2].[N:24]1([C:30]([O:32][C:33]([CH3:36])([CH3:35])[CH3:34])=[O:31])[CH2:29][CH2:28][NH:27][CH2:26][CH2:25]1.C1(P(C2C=CC=CC=2)C2C=CC3C(=CC=CC=3)C=2C2C3C(=CC=CC=3)C=CC=2P(C2C=CC=CC=2)C2C=CC=CC=2)C=CC=CC=1.C(=O)([O-])[O-].[Cs+].[Cs+].